From a dataset of Skin sensitization/reaction prediction data. Regression/Classification. Given a drug SMILES string, predict its toxicity properties. Task type varies by dataset: regression for continuous values (e.g., LD50, hERG inhibition percentage) or binary classification for toxic/non-toxic outcomes (e.g., AMES mutagenicity, cardiotoxicity, hepatotoxicity). Dataset: skin_reaction. The compound is COc1cc(N)c2nccc(C)c2c1. The result is 0 (no skin reaction).